This data is from Reaction yield outcomes from USPTO patents with 853,638 reactions. The task is: Predict the reaction yield, written as a fraction of the theoretical maximum amount of product (1.0 means a 100% yield; for example, 0.34 means a 34% yield). (1) No catalyst specified. The yield is 0.860. The product is [Cl:1][C:2]1[CH:23]=[CH:22][CH:21]=[C:20]([Cl:24])[C:3]=1[C:4]([NH:6][C@H:7]([C:16]([O:18][CH3:19])=[O:17])[CH2:8][C:9]1[CH:10]=[CH:11][C:12]([O:15][CH2:28][CH:27]([C:29]2[N:38]=[C:37]3[C:32]([CH2:33][CH2:34][CH2:35][N:36]3[C:39]([O:41][C:42]([CH3:44])([CH3:43])[CH3:45])=[O:40])=[CH:31][CH:30]=2)[CH3:26])=[CH:13][CH:14]=1)=[O:5]. The reactants are [Cl:1][C:2]1[CH:23]=[CH:22][CH:21]=[C:20]([Cl:24])[C:3]=1[C:4]([NH:6][C@H:7]([C:16]([O:18][CH3:19])=[O:17])[CH2:8][C:9]1[CH:14]=[CH:13][C:12]([OH:15])=[CH:11][CH:10]=1)=[O:5].O[CH2:26][CH:27]([C:29]1[N:38]=[C:37]2[C:32]([CH2:33][CH2:34][CH2:35][N:36]2[C:39]([O:41][C:42]([CH3:45])([CH3:44])[CH3:43])=[O:40])=[CH:31][CH:30]=1)[CH3:28].C1(P(C2C=CC=CC=2)C2C=CC=CC=2)C=CC=CC=1.C1CCN(C(N=NC(N2CCCCC2)=O)=O)CC1. (2) The reactants are [F:1][C:2]1[C:3]([NH:12][C:13]2[CH:18]=[CH:17][C:16]([I:19])=[CH:15][C:14]=2[F:20])=[C:4]([CH:8]=[CH:9][C:10]=1[F:11])[C:5](O)=[O:6].N1C=CC=CC=1.N1C(F)=NC(F)=NC=1[F:29]. The catalyst is ClCCl.O. The product is [F:1][C:2]1[C:3]([NH:12][C:13]2[CH:18]=[CH:17][C:16]([I:19])=[CH:15][C:14]=2[F:20])=[C:4]([CH:8]=[CH:9][C:10]=1[F:11])[C:5]([F:29])=[O:6]. The yield is 0.970. (3) The reactants are C([O:3][C:4]([C:6]1([NH:10][C:11]2[CH:12]=[C:13]3[C:17](=[CH:18][CH:19]=2)[NH:16][N:15]=[CH:14]3)[CH2:9][CH2:8][CH2:7]1)=O)C.[H-].[H-].[H-].[H-].[Li+].[Al+3]. The catalyst is C1COCC1. The product is [NH:16]1[C:17]2[C:13](=[CH:12][C:11]([NH:10][C:6]3([CH2:4][OH:3])[CH2:9][CH2:8][CH2:7]3)=[CH:19][CH:18]=2)[CH:14]=[N:15]1. The yield is 0.590.